This data is from Full USPTO retrosynthesis dataset with 1.9M reactions from patents (1976-2016). The task is: Predict the reactants needed to synthesize the given product. (1) Given the product [NH2:48][C:46]([C@H:42]([NH:41][C:25]([C:4]1[CH:5]=[N:6][C:7]([N:8]2[CH2:9][CH2:10][CH:11]([N:14]3[C:19]4[CH:20]=[CH:21][CH:22]=[CH:23][C:18]=4[CH2:17][O:16][C:15]3=[O:24])[CH2:12][CH2:13]2)=[C:2]([Cl:1])[CH:3]=1)=[O:27])[CH:43]([CH3:45])[CH3:44])=[O:47], predict the reactants needed to synthesize it. The reactants are: [Cl:1][C:2]1[CH:3]=[C:4]([C:25]([OH:27])=O)[CH:5]=[N:6][C:7]=1[N:8]1[CH2:13][CH2:12][CH:11]([N:14]2[C:19]3[CH:20]=[CH:21][CH:22]=[CH:23][C:18]=3[CH2:17][O:16][C:15]2=[O:24])[CH2:10][CH2:9]1.C(N1C=CN=C1)(N1C=CN=C1)=O.Cl.[NH2:41][C@@H:42]([C:46]([NH2:48])=[O:47])[CH:43]([CH3:45])[CH3:44].C(N(CC)C(C)C)(C)C. (2) Given the product [Cl:54][C:55]1[CH:60]=[CH:59][C:58]([CH2:61][NH:62][C:15](=[O:17])[CH2:14][C@H:8]2[C:7](=[O:22])[N:6]3[CH2:23][CH2:24][CH2:25][C@H:5]3[CH2:4][NH:3][C:2](=[O:1])[CH2:13][CH2:12][CH:11]=[CH:10][CH2:9]2)=[CH:57][CH:56]=1, predict the reactants needed to synthesize it. The reactants are: [O:1]=[C:2]1[CH2:13][CH2:12][CH:11]=[CH:10][CH2:9][C@@H:8]([CH2:14][C:15]([O:17]C(C)(C)C)=O)[C:7](=[O:22])[N:6]2[CH2:23][CH2:24][CH2:25][C@H:5]2[CH2:4][NH:3]1.FC(F)(F)C(O)=O.O=C1CCC=CC[C@@H](CC(O)=O)C(=O)N2CCC[C@H]2CN1.[Cl:54][C:55]1[CH:60]=[CH:59][C:58]([CH2:61][NH2:62])=[CH:57][CH:56]=1. (3) Given the product [F:1][C:2]1[CH:3]=[C:4]2[C:8](=[CH:9][CH:10]=1)[NH:7][C:6](=[O:11])[C:5]2=[N:12][N:13]=[CH:14][C:15]1[NH:19][C:18]([CH3:20])=[C:17]([C:21]([NH:23][CH2:24][CH2:25][CH2:26][CH2:27][CH2:28][CH2:29][CH2:30][C:31]([NH:48][OH:49])=[O:32])=[O:22])[C:16]=1[CH3:34], predict the reactants needed to synthesize it. The reactants are: [F:1][C:2]1[CH:3]=[C:4]2[C:8](=[CH:9][CH:10]=1)[NH:7][C:6](=[O:11])[C:5]2=[N:12][N:13]=[CH:14][C:15]1[NH:19][C:18]([CH3:20])=[C:17]([C:21]([NH:23][CH2:24][CH2:25][CH2:26][CH2:27][CH2:28][CH2:29][CH2:30][C:31](O)=[O:32])=[O:22])[C:16]=1[CH3:34].C(N(CC)CC)C.ClC(OCC)=O.[NH2:48][OH:49]. (4) Given the product [CH2:1]([O:3][C:4]([CH:6]1[CH2:11][NH:10][C:9]2[CH:12]=[C:13]([Cl:16])[C:14]([Br:17])=[CH:15][C:8]=2[O:7]1)=[O:5])[CH3:2], predict the reactants needed to synthesize it. The reactants are: [CH2:1]([O:3][C:4]([CH:6]1[CH2:11][NH:10][C:9]2[CH:12]=[C:13]([Cl:16])[CH:14]=[CH:15][C:8]=2[O:7]1)=[O:5])[CH3:2].[Br:17]Br. (5) Given the product [Cl:1][CH:2]([C:3]([O:5][CH2:6][CH3:7])=[O:4])[CH2:8][O-:9].[Na+:16], predict the reactants needed to synthesize it. The reactants are: [Cl:1][CH2:2][C:3]([O:5][CH2:6][CH3:7])=[O:4].[CH:8](OCC)=[O:9].[O-]CC.[Na+:16].C(OCC)C.